Task: Predict the product of the given reaction.. Dataset: Forward reaction prediction with 1.9M reactions from USPTO patents (1976-2016) (1) Given the reactants [CH3:1][O:2][C:3]1[N:8]=[CH:7][C:6]([C:9]2([CH2:15][C:16](OCC)=[O:17])[CH2:13][C:12](=O)[NH:11][CH2:10]2)=[CH:5][CH:4]=1.[H-].[Al+3].[Li+].[H-].[H-].[H-].S([O-])([O-])(=O)=O.[Na+].[Na+], predict the reaction product. The product is: [CH3:1][O:2][C:3]1[N:8]=[CH:7][C:6]([C:9]2([CH2:15][CH2:16][OH:17])[CH2:13][CH2:12][NH:11][CH2:10]2)=[CH:5][CH:4]=1. (2) Given the reactants I[C:2]1[CH:7]=[CH:6][C:5]([CH:8]([CH3:17])[CH2:9][NH:10][S:11]([CH:14]([CH3:16])[CH3:15])(=[O:13])=[O:12])=[CH:4][CH:3]=1.[C:18]([OH:24])#[C:19][CH2:20][CH2:21][CH2:22][CH3:23].CCN(CC)CC, predict the reaction product. The product is: [OH:24][CH2:18][CH2:19][CH2:20][CH2:21][C:22]#[C:23][C:2]1[CH:7]=[CH:6][C:5]([CH:8]([CH3:17])[CH2:9][NH:10][S:11]([CH:14]([CH3:16])[CH3:15])(=[O:13])=[O:12])=[CH:4][CH:3]=1. (3) Given the reactants [CH3:1][O:2][C:3](=[O:58])[C@@H:4]([NH:50][C:51]([O:53][C:54]([CH3:57])([CH3:56])[CH3:55])=[O:52])[CH2:5][C:6]1[CH:11]=[CH:10][C:9]([O:12][CH:13]([C:33]2[CH:38]=[CH:37][C:36]([O:39][CH2:40][C:41]3[CH:46]=[CH:45][C:44]([Cl:47])=[C:43]([Cl:48])[CH:42]=3)=[CH:35][CH:34]=2)[CH2:14][O:15][Si](C(C)(C)C)(C2C=CC=CC=2)C2C=CC=CC=2)=[C:8]([Br:49])[CH:7]=1.CCCC[N+](CCCC)(CCCC)CCCC.[F-], predict the reaction product. The product is: [CH3:1][O:2][C:3](=[O:58])[C@@H:4]([NH:50][C:51]([O:53][C:54]([CH3:56])([CH3:55])[CH3:57])=[O:52])[CH2:5][C:6]1[CH:11]=[CH:10][C:9]([O:12][CH:13]([C:33]2[CH:34]=[CH:35][C:36]([O:39][CH2:40][C:41]3[CH:46]=[CH:45][C:44]([Cl:47])=[C:43]([Cl:48])[CH:42]=3)=[CH:37][CH:38]=2)[CH2:14][OH:15])=[C:8]([Br:49])[CH:7]=1. (4) Given the reactants [CH3:1][C:2]1[C:10]2[N:9]=[C:8]([C:11]3[CH:16]=[CH:15][CH:14]=[CH:13][C:12]=3[N+]([O-])=O)[N:7]([CH2:20][CH:21]([OH:26])[CH2:22][CH2:23][CH2:24][CH3:25])[C:6]=2[CH:5]=[CH:4][CH:3]=1.[H-].[Na+], predict the reaction product. The product is: [CH2:22]([CH:21]1[CH2:20][N:7]2[C:8](=[N:9][C:10]3[C:2]([CH3:1])=[CH:3][CH:4]=[CH:5][C:6]=32)[C:11]2[CH:16]=[CH:15][CH:14]=[CH:13][C:12]=2[O:26]1)[CH2:23][CH2:24][CH3:25]. (5) Given the reactants [C:1]([C:3]1[CH:4]=[C:5]([S:9](Cl)(=[O:11])=[O:10])[CH:6]=[CH:7][CH:8]=1)#[N:2].[CH:13]1([NH2:19])[CH2:18][CH2:17][CH2:16][CH2:15][CH2:14]1.[C:20](O[C:20]([O:22][C:23]([CH3:26])([CH3:25])[CH3:24])=[O:21])([O:22][C:23]([CH3:26])([CH3:25])[CH3:24])=[O:21].C(#N)C, predict the reaction product. The product is: [C:1]([C:3]1[CH:4]=[C:5]([S:9]([N:19]([C:20]([O:22][C:23]([CH3:26])([CH3:25])[CH3:24])=[O:21])[CH:13]2[CH2:18][CH2:17][CH2:16][CH2:15][CH2:14]2)(=[O:11])=[O:10])[CH:6]=[CH:7][CH:8]=1)#[N:2]. (6) The product is: [NH2:22][C:19]1[S:18][C:17]([O:16][C:13]2[CH:14]=[CH:15][C:7]3[CH:6]([CH2:5][C:4]([OH:23])=[O:3])[O:10][B:9]([OH:11])[C:8]=3[CH:12]=2)=[N:21][N:20]=1. Given the reactants C([O:3][C:4](=[O:23])[CH2:5][CH:6]1[O:10][B:9]([OH:11])[C:8]2[CH:12]=[C:13]([O:16][C:17]3[S:18][C:19]([NH2:22])=[N:20][N:21]=3)[CH:14]=[CH:15][C:7]1=2)C.[Li+].[OH-].Cl, predict the reaction product. (7) The product is: [Br:1][C:2]1[C:3]([F:12])=[C:4]2[C:10]([NH:11][C:18](=[O:19])[C:17]3[CH:21]=[CH:22][C:14]([CH3:13])=[N:15][CH:16]=3)=[CH:9][NH:8][C:5]2=[N:6][CH:7]=1. Given the reactants [Br:1][C:2]1[C:3]([F:12])=[C:4]2[C:10]([NH2:11])=[CH:9][NH:8][C:5]2=[N:6][CH:7]=1.[CH3:13][C:14]1[CH:22]=[CH:21][C:17]([C:18](O)=[O:19])=[CH:16][N:15]=1.C1N(P(Cl)(N2C(=O)OCC2)=O)C(=O)OC1.C(N(CC)CC)C.[Li+].[OH-], predict the reaction product. (8) Given the reactants Cl[C:2]1[N:10]=[C:9](Cl)[C:8]([F:12])=[CH:7][C:3]=1[C:4]([NH2:6])=[O:5].[CH3:13][N:14]1[CH2:19][CH2:18][N:17]([C:20]2[CH:26]=[CH:25][C:23]([NH2:24])=[CH:22][CH:21]=2)[CH2:16][CH2:15]1.[NH:27]1[CH2:32][CH2:31][CH2:30][C@@H:29]([NH:33][C:34](=[O:40])OC(C)(C)C)[CH2:28]1.[C:41](O)(=O)[CH:42]=C, predict the reaction product. The product is: [C:34]([NH:33][C@@H:29]1[CH2:30][CH2:31][CH2:32][N:27]([C:9]2[C:8]([F:12])=[CH:7][C:3]([C:4]([NH2:6])=[O:5])=[C:2]([NH:24][C:23]3[CH:25]=[CH:26][C:20]([N:17]4[CH2:16][CH2:15][N:14]([CH3:13])[CH2:19][CH2:18]4)=[CH:21][CH:22]=3)[N:10]=2)[CH2:28]1)(=[O:40])[CH:41]=[CH2:42]. (9) Given the reactants [F:1][C:2]([F:35])([F:34])[C:3]1[CH:29]=[C:28]([C:30]([F:33])([F:32])[F:31])[CH:27]=[CH:26][C:4]=1[CH2:5][O:6][C:7]1[CH:16]=[CH:15][C:14](/[CH:17]=[C:18]2/[C:19]([NH:24][CH3:25])=[N:20][C:21](=[O:23])[S:22]/2)=[CH:13][C:8]=1[C:9]([O:11]C)=[O:10].[OH-].[Na+], predict the reaction product. The product is: [F:35][C:2]([F:1])([F:34])[C:3]1[CH:29]=[C:28]([C:30]([F:31])([F:33])[F:32])[CH:27]=[CH:26][C:4]=1[CH2:5][O:6][C:7]1[CH:16]=[CH:15][C:14](/[CH:17]=[C:18]2/[C:19]([NH:24][CH3:25])=[N:20][C:21](=[O:23])[S:22]/2)=[CH:13][C:8]=1[C:9]([OH:11])=[O:10].